This data is from Reaction yield outcomes from USPTO patents with 853,638 reactions. The task is: Predict the reaction yield, written as a fraction of the theoretical maximum amount of product (1.0 means a 100% yield; for example, 0.34 means a 34% yield). (1) The reactants are [CH2:1]([N:3]1[C:11]2[C:6](=[CH:7][CH:8]=[C:9]([O:12][CH3:13])[CH:10]=2)[C:5]([C:14](=[O:16])[CH3:15])=[CH:4]1)[CH3:2].[CH2:17]([N:19]1C2C(=CC=C(OC)C=2)C=C1)C.COC(OC)N(C)C.N1CCCC1.Cl.ON. The catalyst is O. The product is [CH2:1]([N:3]1[C:11]2[C:6](=[CH:7][CH:8]=[C:9]([O:12][CH3:13])[CH:10]=2)[C:5]([C:14]2[O:16][N:19]=[CH:17][CH:15]=2)=[CH:4]1)[CH3:2]. The yield is 0.660. (2) The yield is 0.229. The reactants are [F:1][C:2]1[CH:7]=[CH:6][C:5]([F:8])=[CH:4][C:3]=1[OH:9].[H-].[Na+].Br[C:13]1[O:17][C:16]([CH:18]=[O:19])=[CH:15][CH:14]=1.O. The product is [F:1][C:2]1[CH:7]=[CH:6][C:5]([F:8])=[CH:4][C:3]=1[O:9][C:13]1[O:17][C:16]([CH:18]=[O:19])=[CH:15][CH:14]=1. The catalyst is CN(C)C=O. (3) The reactants are [CH3:1][C:2]1[CH:3]=[C:4]([CH2:8][NH:9][C:10]2[CH:18]=[CH:17][CH:16]=[C:12]([C:13]([OH:15])=O)[C:11]=2[C:19]([OH:21])=O)[O:5][C:6]=1[CH3:7].[O:22]=[C:23]1[CH:28]([N:29]2C(=O)C3C(=CC=CC=3NCCOC)C2=O)[CH2:27][CH2:26][C:25](=[O:45])[NH:24]1. No catalyst specified. The product is [CH3:1][C:2]1[CH:3]=[C:4]([CH2:8][NH:9][C:10]2[CH:18]=[CH:17][CH:16]=[C:12]3[C:11]=2[C:19](=[O:21])[N:29]([CH:28]2[CH2:27][CH2:26][C:25](=[O:45])[NH:24][C:23]2=[O:22])[C:13]3=[O:15])[O:5][C:6]=1[CH3:7]. The yield is 0.220. (4) The reactants are [CH2:1]1[S:5](=[O:6])[CH2:4][CH2:3][CH2:2]1.[Li]CCCC.CCCCCC.[Cl:18][C:19]1[N:24]=[CH:23][C:22]([CH2:25]Cl)=[CH:21][CH:20]=1.FC(F)(F)C(O)=O. The catalyst is C1COCC1.O. The product is [Cl:18][C:19]1[CH:20]=[CH:21][C:22]([CH2:25][CH:1]2[CH2:2][CH2:3][CH2:4][S:5]2=[O:6])=[CH:23][N:24]=1. The yield is 0.350. (5) The reactants are [Si:1]([O:8][CH2:9][CH2:10][CH:11]([CH2:31][N:32]1[CH:36]=[C:35]([Cl:37])[CH:34]=[N:33]1)[C:12]([NH:14][NH:15][C:16]1[CH:21]=[C:20]([C:22]2[CH:27]=[CH:26][N:25]=[C:24]([S:28][CH3:29])[N:23]=2)[CH:19]=[C:18]([F:30])[N:17]=1)=O)([C:4]([CH3:7])([CH3:6])[CH3:5])([CH3:3])[CH3:2].CCN(C(C)C)C(C)C.C1C=CC(P(C2C=CC=CC=2)C2C=CC=CC=2)=CC=1.BrBr. The catalyst is CC#N.O. The product is [Si:1]([O:8][CH2:9][CH2:10][CH:11]([C:12]1[N:17]2[C:18]([F:30])=[CH:19][C:20]([C:22]3[CH:27]=[CH:26][N:25]=[C:24]([S:28][CH3:29])[N:23]=3)=[CH:21][C:16]2=[N:15][N:14]=1)[CH2:31][N:32]1[CH:36]=[C:35]([Cl:37])[CH:34]=[N:33]1)([C:4]([CH3:7])([CH3:6])[CH3:5])([CH3:3])[CH3:2]. The yield is 0.700.